This data is from Full USPTO retrosynthesis dataset with 1.9M reactions from patents (1976-2016). The task is: Predict the reactants needed to synthesize the given product. (1) Given the product [CH3:1][O:2][C:3]1[CH:4]=[C:5]([O:23][C:24]2[CH:29]=[CH:28][C:27]([S:30]([CH3:33])(=[O:31])=[O:32])=[CH:26][N:25]=2)[CH:6]=[C:7]2[C:11]=1[NH:10][C:9]([C:12]1[S:13][CH:14]([CH2:17][CH2:18][OH:19])[CH2:15][N:16]=1)=[CH:8]2, predict the reactants needed to synthesize it. The reactants are: [CH3:1][O:2][C:3]1[CH:4]=[C:5]([O:23][C:24]2[CH:29]=[CH:28][C:27]([S:30]([CH3:33])(=[O:32])=[O:31])=[CH:26][N:25]=2)[CH:6]=[C:7]2[C:11]=1[NH:10][C:9]([C:12]1[S:13][CH:14]([CH2:17][C:18](OCC)=[O:19])[CH2:15][N:16]=1)=[CH:8]2.[BH4-].[Li+].O. (2) Given the product [Cl:16][C:5]1[CH:4]=[CH:3][C:2]([C:19]2[C:18]([Cl:17])=[CH:23][N:22]=[C:21]([F:24])[CH:20]=2)=[N:7][C:6]=1[NH:8][CH2:9][CH:10]1[CH2:15][CH2:14][O:13][CH2:12][CH2:11]1, predict the reactants needed to synthesize it. The reactants are: Br[C:2]1[N:7]=[C:6]([NH:8][CH2:9][CH:10]2[CH2:15][CH2:14][O:13][CH2:12][CH2:11]2)[C:5]([Cl:16])=[CH:4][CH:3]=1.[Cl:17][C:18]1[C:19](B(O)O)=[CH:20][C:21]([F:24])=[N:22][CH:23]=1.C(Cl)Cl.C(=O)([O-])[O-].[Na+].[Na+]. (3) Given the product [CH2:16]([N:8]([CH2:9][C:10]1[CH:11]=[CH:12][CH:13]=[CH:14][CH:15]=1)[C:7]1[N:6]=[CH:5][N:4]=[C:3]2[C:2]=1[NH:1][C:36](=[O:37])[N:23]2[CH:24]1[CH2:28][CH2:27][N:26]([C:29]([O:31][C:32]([CH3:35])([CH3:34])[CH3:33])=[O:30])[CH2:25]1)[C:17]1[CH:22]=[CH:21][CH:20]=[CH:19][CH:18]=1, predict the reactants needed to synthesize it. The reactants are: [NH2:1][C:2]1[C:3]([NH:23][CH:24]2[CH2:28][CH2:27][N:26]([C:29]([O:31][C:32]([CH3:35])([CH3:34])[CH3:33])=[O:30])[CH2:25]2)=[N:4][CH:5]=[N:6][C:7]=1[N:8]([CH2:16][C:17]1[CH:22]=[CH:21][CH:20]=[CH:19][CH:18]=1)[CH2:9][C:10]1[CH:15]=[CH:14][CH:13]=[CH:12][CH:11]=1.[C:36](N1C=CN=C1)(N1C=CN=C1)=[O:37].CCN(C(C)C)C(C)C. (4) Given the product [C:9]1([C@H:41]2[C@H:22]3[CH2:24][CH2:23][N:20]([C:15]([C@H:10]4[CH2:11][CH2:12][CH2:13][CH2:14][C@H:9]4[NH:8][C:6](=[O:7])[O:5][C:1]([CH3:2])([CH3:3])[CH3:4])=[O:17])[C@H:21]3[C:35]3[CH:34]=[CH:3][CH:1]=[CH:2][C:44]=3[NH:42]2)[CH:14]=[CH:13][CH:12]=[CH:11][CH:10]=1, predict the reactants needed to synthesize it. The reactants are: [C:1]([O:5][C:6]([NH:8][C@@H:9]1[CH2:14][CH2:13][CH2:12][CH2:11][C@@H:10]1[C:15]([OH:17])=O)=[O:7])([CH3:4])([CH3:3])[CH3:2].C([N:20]([CH2:23][CH3:24])[CH2:21][CH3:22])C.CCOC(OC(O[CH2:34][CH3:35])=O)=O.C(=O)([O-])O.[Na+].[CH3:41][N:42]([CH:44]=O)C. (5) Given the product [CH3:27][O:26][C:23]1[CH:24]=[CH:25][C:20]([N:16]2[CH:15]=[CH:14][CH:13]=[CH:18][C:1]2=[O:4])=[CH:21][CH:22]=1, predict the reactants needed to synthesize it. The reactants are: [C:1](=[O:4])([O-])[O-].[K+].[K+].CN(C)C=O.O[C:13]1[CH:18]=C[N:16]=[CH:15][CH:14]=1.I[C:20]1[CH:25]=[CH:24][C:23]([O:26][CH3:27])=[CH:22][CH:21]=1. (6) Given the product [Cl:1][C:2]1[N:7]=[CH:6][C:5]2[C:8]([CH:11]3[CH2:13][CH2:12]3)=[N:9][N:10]([C:21]3[N:22]=[CH:23][C:24]([C:27]4[CH:32]=[CH:31][CH:30]=[CH:29][C:28]=4[F:33])=[CH:25][N:26]=3)[C:4]=2[CH:3]=1, predict the reactants needed to synthesize it. The reactants are: [Cl:1][C:2]1[N:7]=[CH:6][C:5]2[C:8]([CH:11]3[CH2:13][CH2:12]3)=[N:9][NH:10][C:4]=2[CH:3]=1.CC([O-])(C)C.[K+].Cl[C:21]1[N:26]=[CH:25][C:24]([C:27]2[CH:32]=[CH:31][CH:30]=[CH:29][C:28]=2[F:33])=[CH:23][N:22]=1. (7) Given the product [C:23]1([O:22][C:20](=[O:21])[NH:1][C:2]2[S:3][CH:4]=[C:5]([CH2:7][N:8]([CH3:18])[C:9]([C:11]3[C:16]([CH3:17])=[N:15][CH:14]=[CH:13][N:12]=3)=[O:10])[N:6]=2)[CH:28]=[CH:27][CH:26]=[CH:25][CH:24]=1, predict the reactants needed to synthesize it. The reactants are: [NH2:1][C:2]1[S:3][CH:4]=[C:5]([CH2:7][N:8]([CH3:18])[C:9]([C:11]2[C:16]([CH3:17])=[N:15][CH:14]=[CH:13][N:12]=2)=[O:10])[N:6]=1.Cl[C:20]([O:22][C:23]1[CH:28]=[CH:27][CH:26]=[CH:25][CH:24]=1)=[O:21].